This data is from Catalyst prediction with 721,799 reactions and 888 catalyst types from USPTO. The task is: Predict which catalyst facilitates the given reaction. (1) Reactant: Cl[C:2]1[N:3]=[C:4]([NH:18][CH3:19])[C:5]2[N:6]=[C:7]([NH:14][CH2:15][CH2:16][CH3:17])[N:8]=[C:9]([NH:12][CH3:13])[C:10]=2[N:11]=1.Cl.[F:21][C:22]1([F:28])[CH2:27][CH2:26][NH:25][CH2:24][CH2:23]1.C(N(CC)C(C)C)(C)C.C([O-])(O)=O.[Na+]. Product: [CH2:15]([NH:14][C:7]1[N:8]=[C:9]([NH:12][CH3:13])[C:10]2[N:11]=[C:2]([N:25]3[CH2:26][CH2:27][C:22]([F:28])([F:21])[CH2:23][CH2:24]3)[N:3]=[C:4]([NH:18][CH3:19])[C:5]=2[N:6]=1)[CH2:16][CH3:17]. The catalyst class is: 12. (2) Reactant: [CH2:1]1[C:7]2[CH:8]=[CH:9][C:10]([C:12]([O:14][CH2:15][CH:16]3[CH2:21][CH2:20][N:19]([CH2:22][C:23]4[CH:28]=[CH:27][CH:26]=[CH:25][CH:24]=4)[CH2:18][CH2:17]3)=[O:13])=[CH:11][C:6]=2[CH2:5][CH2:4][N:3](C(OC(C)(C)C)=O)[CH2:2]1.[ClH:36].CO. Product: [ClH:36].[CH2:1]1[C:7]2[CH:8]=[CH:9][C:10]([C:12]([O:14][CH2:15][CH:16]3[CH2:17][CH2:18][N:19]([CH2:22][C:23]4[CH:24]=[CH:25][CH:26]=[CH:27][CH:28]=4)[CH2:20][CH2:21]3)=[O:13])=[CH:11][C:6]=2[CH2:5][CH2:4][NH:3][CH2:2]1. The catalyst class is: 27. (3) Reactant: [CH3:1][C:2]1[CH:7]=[CH:6][CH:5]=[C:4]([CH3:8])[CH:3]=1.S[C:10]12[S:20][C:11]1([CH:15]=[CH:16][CH:17]1S[CH:18]12)[C:12]([OH:14])=O.O. Product: [CH3:1][C:2]1[CH:3]=[C:4]([CH3:8])[C:5]2[S:20][C:10]3[C:11](=[CH:15][CH:16]=[CH:17][CH:18]=3)[C:12](=[O:14])[C:6]=2[CH:7]=1. The catalyst class is: 65. (4) Reactant: [Si:1]([O:8][C@@H:9]1[CH2:14][C@H:13]([CH2:15][OH:16])[C@:12]([C@H:18]2[CH2:26][CH2:25][C@@:24]3([CH3:27])[C@@H:20]([CH2:21][CH2:22][C:23]43[O:31][CH2:30][CH2:29][O:28]4)[C@@H:19]2[CH2:32][OH:33])([CH3:17])[CH2:11][CH2:10]1)([C:4]([CH3:7])([CH3:6])[CH3:5])([CH3:3])[CH3:2].N1C=CN=C1.[CH3:39][C:40]([Si:43](Cl)([CH3:45])[CH3:44])([CH3:42])[CH3:41]. Product: [Si:1]([O:8][C@H:9]1[CH2:10][CH2:11][C@@:12]([C@H:18]2[CH2:26][CH2:25][C@@:24]3([CH3:27])[C@@H:20]([CH2:21][CH2:22][C:23]43[O:28][CH2:29][CH2:30][O:31]4)[C@@H:19]2[CH2:32][OH:33])([CH3:17])[C@@H:13]([CH2:15][O:16][Si:43]([C:40]([CH3:42])([CH3:41])[CH3:39])([CH3:45])[CH3:44])[CH2:14]1)([C:4]([CH3:5])([CH3:6])[CH3:7])([CH3:2])[CH3:3]. The catalyst class is: 31.